Dataset: Forward reaction prediction with 1.9M reactions from USPTO patents (1976-2016). Task: Predict the product of the given reaction. (1) Given the reactants Br[C:2]1[CH:3]=[CH:4][C:5]2[C:6]3[CH2:15][N:14]([C:16]([O:18][C:19]([CH3:22])([CH3:21])[CH3:20])=[O:17])[CH2:13][CH2:12][C:7]=3[N:8]([CH3:11])[C:9]=2[CH:10]=1.[CH2:23]([N:31]1[CH2:36][CH2:35][NH:34][C:33](=[O:37])[CH2:32]1)[CH2:24][C:25]1[CH:30]=[CH:29][CH:28]=[CH:27][CH:26]=1, predict the reaction product. The product is: [CH3:11][N:8]1[C:9]2[CH:10]=[C:2]([N:34]3[CH2:35][CH2:36][N:31]([CH2:23][CH2:24][C:25]4[CH:26]=[CH:27][CH:28]=[CH:29][CH:30]=4)[CH2:32][C:33]3=[O:37])[CH:3]=[CH:4][C:5]=2[C:6]2[CH2:15][N:14]([C:16]([O:18][C:19]([CH3:22])([CH3:21])[CH3:20])=[O:17])[CH2:13][CH2:12][C:7]1=2. (2) Given the reactants [F:1][C:2]1[CH:7]=[C:6]([NH2:8])[CH:5]=[CH:4][C:3]=1[N:9]1[CH:13]=[C:12]([C:14]2[CH:19]=[CH:18][CH:17]=[CH:16][N:15]=2)[CH:11]=[N:10]1.C([O-])([O-])=O.[K+].[K+].[CH:26]1[CH:31]=[CH:30][C:29]([CH2:32][O:33][C:34](Cl)=[O:35])=[CH:28][CH:27]=1.O, predict the reaction product. The product is: [CH2:32]([O:33][C:34]([NH:8][C:6]1[CH:5]=[CH:4][C:3]([N:9]2[CH:13]=[C:12]([C:14]3[CH:19]=[CH:18][CH:17]=[CH:16][N:15]=3)[CH:11]=[N:10]2)=[C:2]([F:1])[CH:7]=1)=[O:35])[C:29]1[CH:30]=[CH:31][CH:26]=[CH:27][CH:28]=1. (3) The product is: [F:1][C:2]1[C:11]([CH2:12][CH2:13][CH2:14][OH:15])=[C:10]2[C:5]([CH:6]=[CH:7][C:8]([O:21][CH3:22])=[N:9]2)=[CH:4][CH:3]=1. Given the reactants [F:1][C:2]1[C:11]([CH2:12][CH2:13][C:14](OCCCC)=[O:15])=[C:10]2[C:5]([CH:6]=[CH:7][C:8]([O:21][CH3:22])=[N:9]2)=[CH:4][CH:3]=1.[H-].[Al+3].[Li+].[H-].[H-].[H-].[OH-].[Na+].S([O-])([O-])(=O)=O.[Na+].[Na+], predict the reaction product. (4) Given the reactants ClC1N=C(N2CC[C:9]3[C:4](=[CH:5][CH:6]=[CH:7][CH:8]=3)C2[C:4]2[CH:9]=[CH:8][CH:7]=[CH:6][CH:5]=2)[C:9]2[C:4](=[CH:5][CH:6]=[CH:7][CH:8]=2)N=1.[CH3:28]C1(C)C(C)(C)OB(C2C=NC(N)=NC=2)O1.[N:44]1[CH:45]=[CH:46][N:47]2[CH:52]=[C:51]([C:53]3[N:62]=[C:61]([NH:63][CH2:64][CH:65]([C:72]4[CH:77]=[CH:76][CH:75]=[CH:74][CH:73]=4)N4CCCCC4)[C:60]4[C:55](=[CH:56][CH:57]=[CH:58][CH:59]=4)[N:54]=3)[CH:50]=[N:49][C:48]=12, predict the reaction product. The product is: [N:44]1[CH:45]=[CH:46][N:47]2[CH:52]=[C:51]([C:53]3[N:62]=[C:61]([N:63]4[CH2:64][CH:65]([C:4]5[CH:9]=[CH:8][CH:7]=[CH:6][CH:5]=5)[C:72]5[C:77](=[CH:76][CH:75]=[CH:74][CH:73]=5)[CH2:28]4)[C:60]4[C:55](=[CH:56][CH:57]=[CH:58][CH:59]=4)[N:54]=3)[CH:50]=[N:49][C:48]=12. (5) Given the reactants C([O:3][C:4](=[O:20])[CH2:5][CH:6]([CH2:11][P:12]([O:17][CH2:18][CH3:19])([O:14][CH2:15][CH3:16])=[O:13])[CH2:7][CH:8]([CH3:10])[CH3:9])C.Cl, predict the reaction product. The product is: [CH2:18]([O:17][P:12]([CH2:11][CH:6]([CH2:7][CH:8]([CH3:10])[CH3:9])[CH2:5][C:4]([OH:20])=[O:3])([O:14][CH2:15][CH3:16])=[O:13])[CH3:19]. (6) Given the reactants Cl[C:2]1[C:7]([CH2:8][CH:9](OCC)OCC)=[C:6]([Cl:16])[N:5]=[CH:4][N:3]=1.[NH2:17][C@H:18]1[CH2:22][C@H:21]([OH:23])[C@H:20]([CH2:24][OH:25])[CH2:19]1.Br.C(O)(C)C.C(N(CC)CC)C.Cl.C(=O)(O)[O-].[Na+], predict the reaction product. The product is: [Cl:16][C:6]1[C:7]2[CH:8]=[CH:9][N:17]([C@H:18]3[CH2:22][C@H:21]([OH:23])[C@H:20]([CH2:24][OH:25])[CH2:19]3)[C:2]=2[N:3]=[CH:4][N:5]=1. (7) The product is: [CH3:1][O:2][C:3]1[CH:12]=[C:11]([CH2:13][N:14]2[CH2:20][C:19]3[CH:21]=[C:22]([O:25][CH3:26])[N:23]=[CH:24][C:18]=3[S:17][CH2:16][CH2:15]2)[CH:10]=[CH:9][C:4]=1[C:5]([OH:7])=[O:6]. Given the reactants [CH3:1][O:2][C:3]1[CH:12]=[C:11]([CH2:13][N:14]2[CH2:20][C:19]3[CH:21]=[C:22]([O:25][CH3:26])[N:23]=[CH:24][C:18]=3[S:17][CH2:16][CH2:15]2)[CH:10]=[CH:9][C:4]=1[C:5]([O:7]C)=[O:6].CO.C1COCC1.[OH-].[Li+], predict the reaction product. (8) Given the reactants [Li+].CC([N-]C(C)C)C.[Br:9][C:10]1[CH:15]=[CH:14][C:13]([CH2:16][C:17]#[N:18])=[CH:12][CH:11]=1.[CH:19](=[O:26])[C:20]1[CH:25]=[CH:24][CH:23]=[CH:22][CH:21]=1, predict the reaction product. The product is: [Br:9][C:10]1[CH:15]=[CH:14][C:13]([CH:16]([CH:19]([OH:26])[C:20]2[CH:25]=[CH:24][CH:23]=[CH:22][CH:21]=2)[C:17]#[N:18])=[CH:12][CH:11]=1.